Dataset: Peptide-MHC class II binding affinity with 134,281 pairs from IEDB. Task: Regression. Given a peptide amino acid sequence and an MHC pseudo amino acid sequence, predict their binding affinity value. This is MHC class II binding data. (1) The peptide sequence is IAFFRKEPLKECGGI. The MHC is DRB1_1302 with pseudo-sequence DRB1_1302. The binding affinity (normalized) is 0.173. (2) The peptide sequence is EKKYFAANQFEPLAA. The MHC is DRB1_1001 with pseudo-sequence DRB1_1001. The binding affinity (normalized) is 0.643. (3) The peptide sequence is MLVLTHGLASVVVHT. The MHC is DRB5_0101 with pseudo-sequence DRB5_0101. The binding affinity (normalized) is 0.375.